From a dataset of Full USPTO retrosynthesis dataset with 1.9M reactions from patents (1976-2016). Predict the reactants needed to synthesize the given product. (1) Given the product [OH:20][CH2:19][C:18]([C:13]1[CH:14]=[C:15]2[C:10](=[CH:11][CH:12]=1)[C:9](=[O:23])[N:8]([CH2:7][C:6]1[CH:5]=[CH:4][C:3]([O:2][CH3:1])=[CH:25][CH:24]=1)[CH2:17][CH2:16]2)([CH3:21])[CH3:22], predict the reactants needed to synthesize it. The reactants are: [CH3:1][O:2][C:3]1[CH:25]=[CH:24][C:6]([CH2:7][N:8]2[CH2:17][CH2:16][C:15]3[C:10](=[CH:11][CH:12]=[C:13]([C:18]([CH3:22])([CH3:21])[CH:19]=[O:20])[CH:14]=3)[C:9]2=[O:23])=[CH:5][CH:4]=1.C(O)C.[BH4-].[Na+]. (2) Given the product [C:46]([OH:53])(=[O:52])/[CH:47]=[CH:48]\[C:49]([OH:51])=[O:50].[CH2:44]([N:6]([CH2:4][CH3:5])[C:7]([CH:9]([C:38]1[CH:43]=[CH:42][CH:41]=[CH:40][CH:39]=1)[N:10]1[CH2:11][CH2:12][N:13]([C:16]2[CH:21]=[CH:20][C:19]([NH:22][C:23](=[O:36])[C:24]3[CH:29]=[CH:28][CH:27]=[CH:26][C:25]=3[C:30]3[CH:31]=[N:32][CH:33]=[CH:34][CH:35]=3)=[CH:18][C:17]=2[F:37])[CH2:14][CH2:15]1)=[O:8])[CH3:45], predict the reactants needed to synthesize it. The reactants are: C(O)C.[CH2:4]([N:6]([CH2:44][CH3:45])[C:7]([CH:9]([C:38]1[CH:43]=[CH:42][CH:41]=[CH:40][CH:39]=1)[N:10]1[CH2:15][CH2:14][N:13]([C:16]2[CH:21]=[CH:20][C:19]([NH:22][C:23](=[O:36])[C:24]3[CH:29]=[CH:28][CH:27]=[CH:26][C:25]=3[C:30]3[CH:31]=[N:32][CH:33]=[CH:34][CH:35]=3)=[CH:18][C:17]=2[F:37])[CH2:12][CH2:11]1)=[O:8])[CH3:5].[C:46]([OH:53])(=[O:52])/[CH:47]=[CH:48]\[C:49]([OH:51])=[O:50]. (3) Given the product [NH2:1][C:2]1[C:11]2[N:10]=[CH:9][C:8]([CH2:12][CH2:13][C:14]3[CH:22]=[CH:21][C:17]([C:18]([N:30]([CH3:31])[CH3:29])=[O:19])=[CH:16][C:15]=3[CH3:23])=[CH:7][C:6]=2[C:5]2[CH:24]=[CH:25][C:26]([CH3:28])=[CH:27][C:4]=2[N:3]=1, predict the reactants needed to synthesize it. The reactants are: [NH2:1][C:2]1[C:11]2[N:10]=[CH:9][C:8]([CH2:12][CH2:13][C:14]3[CH:22]=[CH:21][C:17]([C:18](Cl)=[O:19])=[CH:16][C:15]=3[CH3:23])=[CH:7][C:6]=2[C:5]2[CH:24]=[CH:25][C:26]([CH3:28])=[CH:27][C:4]=2[N:3]=1.[CH3:29][NH:30][CH3:31].